This data is from Peptide-MHC class I binding affinity with 185,985 pairs from IEDB/IMGT. The task is: Regression. Given a peptide amino acid sequence and an MHC pseudo amino acid sequence, predict their binding affinity value. This is MHC class I binding data. (1) The peptide sequence is LPCVLWPVL. The MHC is HLA-B35:01 with pseudo-sequence HLA-B35:01. The binding affinity (normalized) is 0.182. (2) The peptide sequence is DSLLITNTK. The MHC is HLA-A68:01 with pseudo-sequence HLA-A68:01. The binding affinity (normalized) is 0.666. (3) The peptide sequence is YLQYGWSYF. The MHC is Mamu-A70103 with pseudo-sequence Mamu-A70103. The binding affinity (normalized) is 0.0997.